Dataset: CYP2C19 inhibition data for predicting drug metabolism from PubChem BioAssay. Task: Regression/Classification. Given a drug SMILES string, predict its absorption, distribution, metabolism, or excretion properties. Task type varies by dataset: regression for continuous measurements (e.g., permeability, clearance, half-life) or binary classification for categorical outcomes (e.g., BBB penetration, CYP inhibition). Dataset: cyp2c19_veith. The compound is COC(=O)[C@H](C)[C@@H]1C[C@@]1(C)[C@@H](NC(=O)OCc1ccccc1)c1ccccc1. The result is 1 (inhibitor).